Predict the product of the given reaction. From a dataset of Forward reaction prediction with 1.9M reactions from USPTO patents (1976-2016). (1) The product is: [C:10]([O:7][CH:6]1[O:9][C:1](=[O:8])[C:2]([Cl:3])=[C:4]1[Cl:5])(=[O:12])[CH3:11]. Given the reactants [C:1]([OH:9])(=[O:8])/[C:2](=[C:4](\[CH:6]=[O:7])/[Cl:5])/[Cl:3].[C:10](OC(=O)C)(=[O:12])[CH3:11], predict the reaction product. (2) Given the reactants [C:1]([O:5][C:6]([NH:8][CH2:9][CH2:10][CH2:11][O:12][C:13]1[CH:14]=[CH:15][C:16]([N+:23]([O-:25])=[O:24])=[C:17]([CH:19]([OH:22])[CH:20]=[CH2:21])[CH:18]=1)=[O:7])([CH3:4])([CH3:3])[CH3:2], predict the reaction product. The product is: [C:1]([O:5][C:6]([NH:8][CH2:9][CH2:10][CH2:11][O:12][C:13]1[CH:14]=[CH:15][C:16]([N+:23]([O-:25])=[O:24])=[C:17]([C:19](=[O:22])[CH:20]=[CH2:21])[CH:18]=1)=[O:7])([CH3:2])([CH3:3])[CH3:4]. (3) Given the reactants [F:1][C:2]1[CH:3]=[CH:4][CH:5]=[C:6]2[C:10]=1[N:9]([CH2:11][C:12]1[CH:17]=[CH:16][CH:15]=[C:14]([F:18])[CH:13]=1)[C:8](=[O:19])[C:7]2([CH3:21])[CH3:20].C([Li])CCC.Br[CH2:28][CH2:29][O:30][Si:31]([C:34]([CH3:37])([CH3:36])[CH3:35])([CH3:33])[CH3:32], predict the reaction product. The product is: [Si:31]([O:30][CH2:29][CH2:28][CH:11]([N:9]1[C:10]2[C:6](=[CH:5][CH:4]=[CH:3][C:2]=2[F:1])[C:7]([CH3:21])([CH3:20])[C:8]1=[O:19])[C:12]1[CH:17]=[CH:16][CH:15]=[C:14]([F:18])[CH:13]=1)([C:34]([CH3:37])([CH3:36])[CH3:35])([CH3:33])[CH3:32]. (4) The product is: [F:10][C:9]1[CH:8]=[CH:7][C:4]([CH:5]=[O:6])=[CH:3][C:2]=1[C:11]#[N:12]. Given the reactants Br[C:2]1[CH:3]=[C:4]([CH:7]=[CH:8][C:9]=1[F:10])[CH:5]=[O:6].[C:11]([Cu])#[N:12], predict the reaction product. (5) Given the reactants [CH3:1][O:2][C:3]1[CH:4]=[C:5]([CH:21]([NH2:23])[CH3:22])[CH:6]=[CH:7][C:8]=1[O:9][CH2:10][C:11]1[CH:16]=[CH:15][C:14]([C:17]([F:20])([F:19])[F:18])=[CH:13][CH:12]=1.ClCC1C=CC(C(F)(F)F)=CC=1.C(N(CC)C(C)C)(C)C.Cl[C:46]1[C:51]([N+:52]([O-:54])=[O:53])=[CH:50][C:49]([I:55])=[CH:48][N:47]=1, predict the reaction product. The product is: [I:55][C:49]1[CH:50]=[C:51]([N+:52]([O-:54])=[O:53])[C:46]([NH:23][CH:21]([C:5]2[CH:6]=[CH:7][C:8]([O:9][CH2:10][C:11]3[CH:16]=[CH:15][C:14]([C:17]([F:19])([F:18])[F:20])=[CH:13][CH:12]=3)=[C:3]([O:2][CH3:1])[CH:4]=2)[CH3:22])=[N:47][CH:48]=1. (6) Given the reactants [Cl:1][C:2]1[CH:10]=[C:9]2[C:5](/[C:6](=[C:12](\[C:15]3[CH:20]=[CH:19][CH:18]=[C:17]([Cl:21])[CH:16]=3)/[C:13]#[N:14])/[C:7](=[O:11])[NH:8]2)=[CH:4][CH:3]=1.[C:22]([O:26][C:27](O[C:27]([O:26][C:22]([CH3:25])([CH3:24])[CH3:23])=[O:28])=[O:28])([CH3:25])([CH3:24])[CH3:23].C(N(CC)CC)C, predict the reaction product. The product is: [C:22]([O:26][C:27]([N:8]1[C:9]2[C:5](=[CH:4][CH:3]=[C:2]([Cl:1])[CH:10]=2)/[C:6](=[C:12](\[C:15]2[CH:20]=[CH:19][CH:18]=[C:17]([Cl:21])[CH:16]=2)/[C:13]#[N:14])/[C:7]1=[O:11])=[O:28])([CH3:25])([CH3:24])[CH3:23]. (7) Given the reactants [CH3:1][C:2]1[CH:7]=[CH:6][C:5]([S:8]([O:11][CH2:12][CH2:13][O:14][CH2:15][CH2:16][O:17][CH2:18][CH2:19][O:20][C:21]2[CH:26]=[CH:25][C:24](/[CH:27]=[CH:28]/[C:29]3[CH:34]=[CH:33][C:32]([N:35](C(OC(C)(C)C)=O)[CH3:36])=[CH:31][CH:30]=3)=[CH:23][CH:22]=2)(=[O:10])=[O:9])=[CH:4][CH:3]=1.[F:44][C:45]([F:50])([F:49])[C:46]([OH:48])=[O:47], predict the reaction product. The product is: [F:44][C:45]([F:50])([F:49])[C:46]([OH:48])=[O:47].[CH3:1][C:2]1[CH:3]=[CH:4][C:5]([S:8]([O:11][CH2:12][CH2:13][O:14][CH2:15][CH2:16][O:17][CH2:18][CH2:19][O:20][C:21]2[CH:26]=[CH:25][C:24](/[CH:27]=[CH:28]/[C:29]3[CH:34]=[CH:33][C:32]([NH:35][CH3:36])=[CH:31][CH:30]=3)=[CH:23][CH:22]=2)(=[O:9])=[O:10])=[CH:6][CH:7]=1. (8) Given the reactants [NH:1]1[CH:5]=[CH:4][N:3]=[CH:2]1.[H-].[Na+].Cl[CH2:9][CH2:10][CH2:11][O:12][CH3:13], predict the reaction product. The product is: [CH3:13][O:12][CH2:11][CH2:10][CH2:9][N:1]1[CH:5]=[CH:4][N:3]=[CH:2]1. (9) Given the reactants Cl[C:2]([O:4][CH3:5])=[O:3].[F:6][C:7]([F:26])([F:25])[C:8]1[CH:24]=[CH:23][CH:22]=[CH:21][C:9]=1[CH2:10][CH:11]1[CH2:16][CH:15]([C:17]([O:19][CH3:20])=[O:18])[CH2:14][CH2:13][NH:12]1.CCN(C(C)C)C(C)C, predict the reaction product. The product is: [F:26][C:7]([F:25])([F:6])[C:8]1[CH:24]=[CH:23][CH:22]=[CH:21][C:9]=1[CH2:10][CH:11]1[CH2:16][CH:15]([C:17]([O:19][CH3:20])=[O:18])[CH2:14][CH2:13][N:12]1[C:2]([O:4][CH3:5])=[O:3]. (10) Given the reactants Cl[C:2]1[CH:11]=[N:10][C:9]2[C:4](=[CH:5][C:6]([F:12])=[CH:7][CH:8]=2)[N:3]=1.[CH3:13][O-:14].[Na+], predict the reaction product. The product is: [F:12][C:6]1[CH:5]=[C:4]2[C:9]([N:10]=[CH:11][C:2]([O:14][CH3:13])=[N:3]2)=[CH:8][CH:7]=1.